This data is from Peptide-MHC class II binding affinity with 134,281 pairs from IEDB. The task is: Regression. Given a peptide amino acid sequence and an MHC pseudo amino acid sequence, predict their binding affinity value. This is MHC class II binding data. (1) The peptide sequence is FGQNTGAIAAAEARY. The MHC is HLA-DPA10103-DPB10401 with pseudo-sequence HLA-DPA10103-DPB10401. The binding affinity (normalized) is 0.238. (2) The peptide sequence is PKDSDEFIPMKSSWG. The MHC is DRB1_0101 with pseudo-sequence DRB1_0101. The binding affinity (normalized) is 0.456. (3) The peptide sequence is YPKYVKQNTLKLAT. The MHC is HLA-DQA10101-DQB10501 with pseudo-sequence HLA-DQA10101-DQB10501. The binding affinity (normalized) is 0. (4) The peptide sequence is PYLGYCALLPLLTEE. The MHC is HLA-DQA10101-DQB10501 with pseudo-sequence HLA-DQA10101-DQB10501. The binding affinity (normalized) is 0.586. (5) The binding affinity (normalized) is 0.661. The peptide sequence is AFYVAATAANAAPAN. The MHC is DRB1_0901 with pseudo-sequence DRB1_0901. (6) The peptide sequence is SQDLTLSWNLNGLQAY. The MHC is HLA-DQA10101-DQB10501 with pseudo-sequence HLA-DQA10101-DQB10501. The binding affinity (normalized) is 0.489. (7) The peptide sequence is TRKIMKVVNRWLFRHHHHHH. The MHC is DRB1_0901 with pseudo-sequence DRB1_0901. The binding affinity (normalized) is 0.286. (8) The peptide sequence is KYKIAGGIAGGLALL. The MHC is DRB1_1501 with pseudo-sequence DRB1_1501. The binding affinity (normalized) is 0. (9) The binding affinity (normalized) is 0.933. The MHC is DRB1_0101 with pseudo-sequence DRB1_0101. The peptide sequence is SLLKYAQESNSLFEE. (10) The peptide sequence is WELGLSPQQICTNFK. The MHC is DRB1_0701 with pseudo-sequence DRB1_0701. The binding affinity (normalized) is 0.348.